From a dataset of Reaction yield outcomes from USPTO patents with 853,638 reactions. Predict the reaction yield, written as a fraction of the theoretical maximum amount of product (1.0 means a 100% yield; for example, 0.34 means a 34% yield). (1) The reactants are [CH3:1][C:2]1[C:6]([S:7]([NH2:10])(=[O:9])=[O:8])=[C:5]([CH3:11])[O:4][N:3]=1.[Cl:12][C:13]1[CH:41]=[C:40]([F:42])[CH:39]=[CH:38][C:14]=1[CH2:15][O:16][C:17]1[CH:22]=[CH:21][CH:20]=[CH:19][C:18]=1[C:23]1[N:24]([C:29]2[CH:30]=[C:31]([CH:35]=[CH:36][CH:37]=2)[C:32](O)=[O:33])[C:25]([CH3:28])=[CH:26][CH:27]=1.C(C1NC=CN=1)(C1NC=CN=1)=O.C(N(C(C)C)CC)(C)C. The catalyst is C1COCC1.CCOC(C)=O. The product is [Cl:12][C:13]1[CH:41]=[C:40]([F:42])[CH:39]=[CH:38][C:14]=1[CH2:15][O:16][C:17]1[CH:22]=[CH:21][CH:20]=[CH:19][C:18]=1[C:23]1[N:24]([C:29]2[CH:30]=[C:31]([CH:35]=[CH:36][CH:37]=2)[C:32]([NH:10][S:7]([C:6]2[C:2]([CH3:1])=[N:3][O:4][C:5]=2[CH3:11])(=[O:9])=[O:8])=[O:33])[C:25]([CH3:28])=[CH:26][CH:27]=1. The yield is 0.130. (2) The product is [Cl:1][C:2]1[CH:38]=[CH:37][CH:36]=[C:35]([C:39]([F:40])([F:42])[F:41])[C:3]=1[C:4]([N:6]1[C:14]2[C:9](=[N:10][CH:11]=[C:12]([C:15](=[O:23])[N:16]([CH:17]3[CH2:19][CH2:18]3)[CH:20]3[CH2:22][CH2:21]3)[CH:13]=2)[C:8]([C:24]2[CH:33]=[CH:32][C:27]([C:28]([OH:30])=[O:29])=[CH:26][C:25]=2[F:34])=[N:7]1)=[O:5]. The catalyst is C1COCC1.O. The reactants are [Cl:1][C:2]1[CH:38]=[CH:37][CH:36]=[C:35]([C:39]([F:42])([F:41])[F:40])[C:3]=1[C:4]([N:6]1[C:14]2[C:9](=[N:10][CH:11]=[C:12]([C:15](=[O:23])[N:16]([CH:20]3[CH2:22][CH2:21]3)[CH:17]3[CH2:19][CH2:18]3)[CH:13]=2)[C:8]([C:24]2[CH:33]=[CH:32][C:27]([C:28]([O:30]C)=[O:29])=[CH:26][C:25]=2[F:34])=[N:7]1)=[O:5].O[Li].O. The yield is 0.204.